This data is from Catalyst prediction with 721,799 reactions and 888 catalyst types from USPTO. The task is: Predict which catalyst facilitates the given reaction. (1) Reactant: [CH3:1][N:2]([CH2:4][CH2:5][N:6]1[C:20](=[O:21])[C:15]2=[CH:16][C:17]([NH2:19])=[CH:18][C:13]3[C:14]2=[C:9]([CH:10]=[CH:11][CH:12]=3)[C:7]1=[O:8])[CH3:3].[C:22]([C:24]1[CH:29]=[CH:28][C:27]([N:30]=[C:31]=[S:32])=[CH:26][CH:25]=1)#[N:23]. Product: [CH3:3][N:2]([CH3:1])[CH2:4][CH2:5][N:6]1[C:20](=[O:21])[C:15]2[CH:16]=[C:17]([NH:19][C:31]([NH:30][C:27]3[CH:28]=[CH:29][C:24]([C:22]#[N:23])=[CH:25][CH:26]=3)=[S:32])[CH:18]=[C:13]3[C:14]=2[C:9](=[CH:10][CH:11]=[CH:12]3)[C:7]1=[O:8]. The catalyst class is: 10. (2) Reactant: [F:1][C:2]1[CH:10]=[C:9]([N:11]2[CH2:16][CH2:15][N:14]3[CH2:17][CH2:18][CH2:19][C@H:13]3[CH2:12]2)[CH:8]=[CH:7][C:3]=1[C:4]([OH:6])=O.CN(C(ON1N=NC2C=CC=NC1=2)=[N+](C)C)C.F[P-](F)(F)(F)(F)F.C(N(C(C)C)C(C)C)C.Br.[CH3:54][C:55]1[N:56]=[C:57]2[CH:62]=[CH:61][C:60]([NH2:63])=[CH:59][N:58]2[CH:64]=1. Product: [F:1][C:2]1[CH:10]=[C:9]([N:11]2[CH2:16][CH2:15][N:14]3[CH2:17][CH2:18][CH2:19][C@H:13]3[CH2:12]2)[CH:8]=[CH:7][C:3]=1[C:4]([NH:63][C:60]1[CH:61]=[CH:62][C:57]2[N:58]([CH:64]=[C:55]([CH3:54])[N:56]=2)[CH:59]=1)=[O:6]. The catalyst class is: 9. (3) Reactant: Cl[C:2]1[CH:9]=[CH:8][C:5]([C:6]#[N:7])=[CH:4][N:3]=1.C([Sn](CCCC)(CCCC)[C:15]1[O:16][C:17]([Sn](CCCC)(CCCC)CCCC)=[CH:18][CH:19]=1)CCC. Product: [C:6]([C:5]1[CH:8]=[CH:9][C:2]([C:17]2[O:16][C:15]([C:2]3[CH:9]=[CH:8][C:5]([C:6]#[N:7])=[CH:4][N:3]=3)=[CH:19][CH:18]=2)=[N:3][CH:4]=1)#[N:7]. The catalyst class is: 12. (4) Reactant: [CH:1]([C:5]1[CH:10]=[CH:9][C:8]([N:11]2[C:20](=[O:21])[C:19]3[C:14](=[CH:15][CH:16]=[CH:17][CH:18]=3)[N:13]=[C:12]2[C:22]2[CH:23]=[N:24][C:25](Cl)=[CH:26][CH:27]=2)=[CH:7][CH:6]=1)([CH2:3][CH3:4])[CH3:2].[CH3:29]B1OB(C)OB(C)O1.C([O-])([O-])=O.[K+].[K+]. Product: [CH:1]([C:5]1[CH:10]=[CH:9][C:8]([N:11]2[C:20](=[O:21])[C:19]3[C:14](=[CH:15][CH:16]=[CH:17][CH:18]=3)[N:13]=[C:12]2[C:22]2[CH:23]=[N:24][C:25]([CH3:29])=[CH:26][CH:27]=2)=[CH:7][CH:6]=1)([CH2:3][CH3:4])[CH3:2]. The catalyst class is: 77. (5) The catalyst class is: 24. Reactant: [C:1]([N:5]1[CH2:34][CH2:33][CH2:32][CH2:31][C:8]2[C:9]([C:26]3[S:27][CH:28]=[CH:29][CH:30]=3)=[C:10]3[C:19]4[CH:18]=[C:17]([C:20]([O:22]C)=[O:21])[C:16]([O:24][CH3:25])=[CH:15][C:14]=4[CH2:13][CH2:12][N:11]3[C:7]=2[C:6]1=[O:35])([CH3:4])([CH3:3])[CH3:2].[OH-].[K+].C(O)(=O)CC(CC(O)=O)(C(O)=O)O. Product: [C:1]([N:5]1[CH2:34][CH2:33][CH2:32][CH2:31][C:8]2[C:9]([C:26]3[S:27][CH:28]=[CH:29][CH:30]=3)=[C:10]3[C:19]4[CH:18]=[C:17]([C:20]([OH:22])=[O:21])[C:16]([O:24][CH3:25])=[CH:15][C:14]=4[CH2:13][CH2:12][N:11]3[C:7]=2[C:6]1=[O:35])([CH3:4])([CH3:2])[CH3:3]. (6) Reactant: [I:1][C:2]1[C:3](=[O:10])[N:4]=[C:5]([O:8][CH3:9])[NH:6][CH:7]=1.N12CCCN=C1CCCCC2.[CH3:22][C:23]1[CH:24]=[CH:25][C:26]([NH:29][C:30]2[CH:35]=[CH:34][C:33](O)=[CH:32][CH:31]=2)=[N:27][CH:28]=1. Product: [I:1][C:2]1[C:3]([O:10][C:33]2[CH:32]=[CH:31][C:30]([NH:29][C:26]3[CH:25]=[CH:24][C:23]([CH3:22])=[CH:28][N:27]=3)=[CH:35][CH:34]=2)=[N:4][C:5]([O:8][CH3:9])=[N:6][CH:7]=1. The catalyst class is: 290. (7) Reactant: [F:1][C:2]([F:10])([F:9])[C:3]1[N:4]=[C:5]([NH2:8])[S:6][CH:7]=1.[N:11]([C:14]1[CH:19]=[CH:18][C:17]([O:20][CH3:21])=[CH:16][C:15]=1[CH3:22])=[C:12]=[S:13].[H-].[Na+].Cl. Product: [CH3:21][O:20][C:17]1[CH:18]=[CH:19][C:14]([NH:11][C:12]([NH:8][C:5]2[S:6][CH:7]=[C:3]([C:2]([F:10])([F:9])[F:1])[N:4]=2)=[S:13])=[C:15]([CH3:22])[CH:16]=1. The catalyst class is: 1. (8) Product: [CH3:1][C@H:2]1[CH2:6][CH2:5][CH2:4][N:3]1[C@H:7]1[CH2:11][CH2:10][N:9]([C:12]2[CH:17]=[CH:16][C:15]([NH2:18])=[N:14][CH:13]=2)[CH2:8]1. Reactant: [CH3:1][C@H:2]1[CH2:6][CH2:5][CH2:4][N:3]1[C@H:7]1[CH2:11][CH2:10][N:9]([C:12]2[CH:13]=[N:14][C:15]([N+:18]([O-])=O)=[CH:16][CH:17]=2)[CH2:8]1. The catalyst class is: 19.